From a dataset of CYP2C19 inhibition data for predicting drug metabolism from PubChem BioAssay. Regression/Classification. Given a drug SMILES string, predict its absorption, distribution, metabolism, or excretion properties. Task type varies by dataset: regression for continuous measurements (e.g., permeability, clearance, half-life) or binary classification for categorical outcomes (e.g., BBB penetration, CYP inhibition). Dataset: cyp2c19_veith. The molecule is CCOC(=O)N1CCN(c2c(-c3ccccc3)c3cc(Cl)ccc3[nH]c2=O)CC1. The result is 1 (inhibitor).